Dataset: Reaction yield outcomes from USPTO patents with 853,638 reactions. Task: Predict the reaction yield, written as a fraction of the theoretical maximum amount of product (1.0 means a 100% yield; for example, 0.34 means a 34% yield). (1) The reactants are [CH3:1][C@H:2]1[C:10]2[C:9]([N:11]3[CH2:16][CH2:15][N:14]([C:17]([O:19][C:20]([CH3:23])([CH3:22])[CH3:21])=[O:18])[CH2:13][CH2:12]3)=[N:8][CH:7]=[N:6][C:5]=2[C:4](=[O:24])[CH2:3]1.C[Li].[CH2:27](OCC)C. The catalyst is C1COCC1. The product is [OH:24][C:4]1([CH3:27])[C:5]2[N:6]=[CH:7][N:8]=[C:9]([N:11]3[CH2:16][CH2:15][N:14]([C:17]([O:19][C:20]([CH3:23])([CH3:22])[CH3:21])=[O:18])[CH2:13][CH2:12]3)[C:10]=2[C@H:2]([CH3:1])[CH2:3]1. The yield is 0.690. (2) The reactants are [F:1][C:2]1[CH:3]=[N:4][C:5]([NH:11][CH2:12][CH2:13][C:14]2[CH:19]=[CH:18][CH:17]=[CH:16][CH:15]=2)=[C:6]([CH:10]=1)[C:7]([OH:9])=O.[NH2:20][CH:21]1[CH2:26][CH2:25][CH:24]([NH:27][C:28]([C:30]2[N:31]=[C:32]3[CH:37]=[CH:36][C:35]([F:38])=[CH:34][N:33]3[CH:39]=2)=[O:29])[CH2:23][CH2:22]1. The catalyst is C(#N)C. The product is [F:38][C:35]1[CH:36]=[CH:37][C:32]2[N:33]([CH:39]=[C:30]([C:28]([NH:27][C@H:24]3[CH2:25][CH2:26][C@@H:21]([NH:20][C:7]([C:6]4[C:5]([NH:11][CH2:12][CH2:13][C:14]5[CH:19]=[CH:18][CH:17]=[CH:16][CH:15]=5)=[N:4][CH:3]=[C:2]([F:1])[CH:10]=4)=[O:9])[CH2:22][CH2:23]3)=[O:29])[N:31]=2)[CH:34]=1. The yield is 0.690. (3) The reactants are [N+:1]([C:4]1[CH:13]=[C:12]2[C:7]([CH2:8][CH2:9][N:10]([C:14]([O:16][C:17]([CH3:20])([CH3:19])[CH3:18])=[O:15])[CH2:11]2)=[CH:6][CH:5]=1)([O-])=O. The catalyst is CO.[OH-].[OH-].[Pd+2]. The product is [NH2:1][C:4]1[CH:13]=[C:12]2[C:7]([CH2:8][CH2:9][N:10]([C:14]([O:16][C:17]([CH3:20])([CH3:19])[CH3:18])=[O:15])[CH2:11]2)=[CH:6][CH:5]=1. The yield is 0.690. (4) The reactants are [NH2:1][C@@H:2]([CH2:6][CH3:7])[C:3]([OH:5])=[O:4].C(=O)([O-])[O-].[Na+].[Na+].[C:14](Cl)(=[O:23])[O:15][CH2:16][C:17]1[CH:22]=[CH:21][CH:20]=[CH:19][CH:18]=1. The catalyst is C1COCC1. The product is [CH2:16]([O:15][C:14]([NH:1][C@@H:2]([CH2:6][CH3:7])[C:3]([OH:5])=[O:4])=[O:23])[C:17]1[CH:22]=[CH:21][CH:20]=[CH:19][CH:18]=1. The yield is 0.770.